This data is from CYP3A4 inhibition data for predicting drug metabolism from PubChem BioAssay. The task is: Regression/Classification. Given a drug SMILES string, predict its absorption, distribution, metabolism, or excretion properties. Task type varies by dataset: regression for continuous measurements (e.g., permeability, clearance, half-life) or binary classification for categorical outcomes (e.g., BBB penetration, CYP inhibition). Dataset: cyp3a4_veith. (1) The result is 1 (inhibitor). The compound is COc1ccc(CNc2ccnc(-c3ccc(N(C)C)cc3)n2)c(OC)c1. (2) The molecule is Cc1noc(C)c1C(=O)OCC(=O)NC(c1ccccc1)c1ccccc1. The result is 0 (non-inhibitor). (3) The compound is CCCCN(C)S(=O)(=O)c1ccc(C(=O)Nc2nnc(CSC)o2)cc1. The result is 0 (non-inhibitor). (4) The compound is Cc1nn(C)cc1C(=O)NNC(=S)Nc1ccccc1. The result is 0 (non-inhibitor). (5) The molecule is Cl.Cl.Cl.Cl.Cl.Cl.N.N.N.N.NNNNN.NNNNN.O.O.[Ru].[Ru].[Ru]. The result is 0 (non-inhibitor). (6) The drug is Nc1ncnc2c1nc(Sc1ccc(Cl)cc1)n2[C@@H]1O[C@H]2COP(=O)([O-])O[C@@H]2[C@H]1O.[Na+]. The result is 0 (non-inhibitor).